The task is: Regression. Given two drug SMILES strings and cell line genomic features, predict the synergy score measuring deviation from expected non-interaction effect.. This data is from NCI-60 drug combinations with 297,098 pairs across 59 cell lines. (1) Drug 1: C1=NC(=NC(=O)N1C2C(C(C(O2)CO)O)O)N. Drug 2: C1CN(P(=O)(OC1)NCCCl)CCCl. Cell line: SF-268. Synergy scores: CSS=5.01, Synergy_ZIP=-0.991, Synergy_Bliss=0.923, Synergy_Loewe=-2.30, Synergy_HSA=-2.28. (2) Drug 1: CCC1(CC2CC(C3=C(CCN(C2)C1)C4=CC=CC=C4N3)(C5=C(C=C6C(=C5)C78CCN9C7C(C=CC9)(C(C(C8N6C=O)(C(=O)OC)O)OC(=O)C)CC)OC)C(=O)OC)O.OS(=O)(=O)O. Drug 2: CN(C(=O)NC(C=O)C(C(C(CO)O)O)O)N=O. Cell line: SF-539. Synergy scores: CSS=2.53, Synergy_ZIP=1.17, Synergy_Bliss=1.58, Synergy_Loewe=1.47, Synergy_HSA=1.38. (3) Drug 1: CC(CN1CC(=O)NC(=O)C1)N2CC(=O)NC(=O)C2. Drug 2: CN(C(=O)NC(C=O)C(C(C(CO)O)O)O)N=O. Cell line: A498. Synergy scores: CSS=21.3, Synergy_ZIP=-6.83, Synergy_Bliss=-1.88, Synergy_Loewe=-11.1, Synergy_HSA=-2.04. (4) Drug 1: CC12CCC(CC1=CCC3C2CCC4(C3CC=C4C5=CN=CC=C5)C)O. Drug 2: C1=CC(=CC=C1CCC2=CNC3=C2C(=O)NC(=N3)N)C(=O)NC(CCC(=O)O)C(=O)O. Cell line: SK-MEL-5. Synergy scores: CSS=5.44, Synergy_ZIP=-2.80, Synergy_Bliss=-1.02, Synergy_Loewe=-5.82, Synergy_HSA=-2.77. (5) Drug 1: CN1CCC(CC1)COC2=C(C=C3C(=C2)N=CN=C3NC4=C(C=C(C=C4)Br)F)OC. Drug 2: C1=NC2=C(N1)C(=S)N=CN2. Cell line: T-47D. Synergy scores: CSS=3.54, Synergy_ZIP=-3.19, Synergy_Bliss=-4.20, Synergy_Loewe=-5.69, Synergy_HSA=-3.79. (6) Drug 1: CCCCC(=O)OCC(=O)C1(CC(C2=C(C1)C(=C3C(=C2O)C(=O)C4=C(C3=O)C=CC=C4OC)O)OC5CC(C(C(O5)C)O)NC(=O)C(F)(F)F)O. Drug 2: C1C(C(OC1N2C=NC(=NC2=O)N)CO)O. Cell line: NCI-H322M. Synergy scores: CSS=28.1, Synergy_ZIP=-1.56, Synergy_Bliss=4.61, Synergy_Loewe=5.01, Synergy_HSA=4.30. (7) Synergy scores: CSS=27.6, Synergy_ZIP=2.26, Synergy_Bliss=4.26, Synergy_Loewe=-7.85, Synergy_HSA=2.18. Drug 1: CCC1(CC2CC(C3=C(CCN(C2)C1)C4=CC=CC=C4N3)(C5=C(C=C6C(=C5)C78CCN9C7C(C=CC9)(C(C(C8N6C)(C(=O)OC)O)OC(=O)C)CC)OC)C(=O)OC)O.OS(=O)(=O)O. Drug 2: CCC1(C2=C(COC1=O)C(=O)N3CC4=CC5=C(C=CC(=C5CN(C)C)O)N=C4C3=C2)O.Cl. Cell line: NCIH23. (8) Drug 2: CC1CCCC2(C(O2)CC(NC(=O)CC(C(C(=O)C(C1O)C)(C)C)O)C(=CC3=CSC(=N3)C)C)C. Drug 1: C1CNP(=O)(OC1)N(CCCl)CCCl. Synergy scores: CSS=33.2, Synergy_ZIP=0.368, Synergy_Bliss=4.03, Synergy_Loewe=-19.4, Synergy_HSA=3.60. Cell line: HCT-15. (9) Drug 1: C1CCN(CC1)CCOC2=CC=C(C=C2)C(=O)C3=C(SC4=C3C=CC(=C4)O)C5=CC=C(C=C5)O. Drug 2: C1CCC(C(C1)N)N.C(=O)(C(=O)[O-])[O-].[Pt+4]. Cell line: UACC-257. Synergy scores: CSS=1.17, Synergy_ZIP=8.77, Synergy_Bliss=6.66, Synergy_Loewe=3.57, Synergy_HSA=1.81. (10) Drug 1: COC1=NC(=NC2=C1N=CN2C3C(C(C(O3)CO)O)O)N. Drug 2: C1C(C(OC1N2C=NC(=NC2=O)N)CO)O. Cell line: A549. Synergy scores: CSS=2.45, Synergy_ZIP=0.176, Synergy_Bliss=2.17, Synergy_Loewe=-1.41, Synergy_HSA=-0.369.